Dataset: Reaction yield outcomes from USPTO patents with 853,638 reactions. Task: Predict the reaction yield, written as a fraction of the theoretical maximum amount of product (1.0 means a 100% yield; for example, 0.34 means a 34% yield). (1) The reactants are [Cl:1][C:2]1[C:7]([Cl:8])=[CH:6][CH:5]=[CH:4][C:3]=1[N:9]=[C:10]=[S:11].[F:12][C:13]1[N:18]=[CH:17][C:16]([C:19]2[C:24]([CH2:25][NH2:26])=[CH:23][CH:22]=[CH:21][N:20]=2)=[CH:15][CH:14]=1. No catalyst specified. The product is [Cl:1][C:2]1[C:7]([Cl:8])=[CH:6][CH:5]=[CH:4][C:3]=1[NH:9][C:10]([NH:26][CH2:25][C:24]1[C:19]([C:16]2[CH:17]=[N:18][C:13]([F:12])=[CH:14][CH:15]=2)=[N:20][CH:21]=[CH:22][CH:23]=1)=[S:11]. The yield is 0.720. (2) The reactants are Cl[C:2]1[C:3]2[O:36][CH2:35][C:12]3([C:20]4[C:15](=[CH:16][CH:17]=[CH:18][CH:19]=4)[N:14](C(C4C=CC=CC=4)C4C=CC=CC=4)[C:13]3=[O:34])[C:4]=2[C:5]2[O:10][CH2:9][CH2:8][O:7][C:6]=2[CH:11]=1.C(OCC)(=O)C.[H][H]. The catalyst is CO.[Pd]. The product is [NH:14]1[C:15]2[C:20](=[CH:19][CH:18]=[CH:17][CH:16]=2)[C:12]2([C:4]3[C:5]4[O:10][CH2:9][CH2:8][O:7][C:6]=4[CH:11]=[CH:2][C:3]=3[O:36][CH2:35]2)[C:13]1=[O:34]. The yield is 0.420. (3) The reactants are [Cl:1][C:2]1[CH:3]=[C:4]([CH:15]=[CH:16][C:17]=1[Cl:18])[C:5]([C:7](=[C:10]([S:13][CH3:14])[S:11][CH3:12])[C:8]#[N:9])=O.[C:19]([O:23][CH2:24][CH3:25])(=[O:22])CS. The catalyst is CCO. The product is [C:8]([C:7]1[C:5]([C:4]2[CH:15]=[CH:16][C:17]([Cl:18])=[C:2]([Cl:1])[CH:3]=2)=[C:12]([C:19]([O:23][CH2:24][CH3:25])=[O:22])[S:11][C:10]=1[S:13][CH3:14])#[N:9]. The yield is 0.890. (4) The reactants are [CH3:1][CH:2]([CH3:5])[CH2:3][OH:4].F[C:7]1[CH:12]=[C:11]([N+:13]([O-:15])=[O:14])[C:10]([F:16])=[CH:9][CH:8]=1.[F:17][C:18]1[CH:19]=[CH:20][C:21]([O:25][CH2:26][CH:27]([CH3:29])[CH3:28])=[C:22]([CH:24]=1)[NH2:23].[NH2:30][C:31]1[S:32][CH:33]=[CH:34][N:35]=1. No catalyst specified. The product is [F:16][C:10]1[C:11]([N+:13]([O-:15])=[O:14])=[CH:12][C:7]([O:4][CH2:3][CH:2]([CH3:5])[CH3:1])=[CH:8][CH:9]=1.[F:17][C:18]1[CH:19]=[CH:20][C:21]([O:25][CH2:26][CH:27]([CH3:29])[CH3:28])=[C:22]([NH:23][C:3]([NH:30][C:31]2[S:32][CH:33]=[CH:34][N:35]=2)=[O:4])[CH:24]=1. The yield is 0.780. (5) The reactants are Cl.[NH:2]([C:4]1[CH:5]=[N:6][CH:7]=[CH:8][CH:9]=1)[NH2:3].[F:10][C:11]([F:18])([CH3:17])[C:12](=O)[CH2:13][C:14]#[N:15]. No catalyst specified. The product is [F:10][C:11]([C:12]1[CH:13]=[C:14]([NH2:15])[N:2]([C:4]2[CH:5]=[N:6][CH:7]=[CH:8][CH:9]=2)[N:3]=1)([F:18])[CH3:17]. The yield is 0.0900. (6) The reactants are [OH-].[Na+:2].[Cl:3][C:4]1[CH:5]=[CH:6][C:7]([OH:22])=[C:8]([C:10]2[O:14][N:13]=[C:12]([CH2:15][CH2:16][CH2:17][CH2:18][C:19]([OH:21])=[O:20])[CH:11]=2)[CH:9]=1. The catalyst is O. The product is [Na+:2].[Na+:2].[Cl:3][C:4]1[CH:5]=[CH:6][C:7]([OH:22])=[C:8]([C:10]2[O:14][N:13]=[C:12]([CH2:15][CH2:16][CH2:17][CH2:18][C:19]([O-:21])=[O:20])[CH:11]=2)[CH:9]=1.[Cl:3][C:4]1[CH:5]=[CH:6][C:7]([OH:22])=[C:8]([C:10]2[O:14][N:13]=[C:12]([CH2:15][CH2:16][CH2:17][CH2:18][C:19]([O-:21])=[O:20])[CH:11]=2)[CH:9]=1. The yield is 1.00. (7) The reactants are C(C1C=CC(C(NC2C=CC(C3SC(CCC(O)=O)=NC=3)=CC=2)=O)=CC=1)(C)(C)C.[CH3:30][C:31]([CH3:63])([CH2:37][C:38]1[S:39][C:40]([C:43]2[CH:48]=[CH:47][C:46]([NH:49][C:50](=[O:62])[C:51]3[CH:56]=[CH:55][C:54]([CH2:57][CH2:58][CH2:59][CH2:60][CH3:61])=[CH:53][CH:52]=3)=[CH:45][CH:44]=2)=[CH:41][N:42]=1)[CH2:32][C:33]([O:35]C)=[O:34]. No catalyst specified. The product is [CH3:63][C:31]([CH3:30])([CH2:37][C:38]1[S:39][C:40]([C:43]2[CH:48]=[CH:47][C:46]([NH:49][C:50](=[O:62])[C:51]3[CH:56]=[CH:55][C:54]([CH2:57][CH2:58][CH2:59][CH2:60][CH3:61])=[CH:53][CH:52]=3)=[CH:45][CH:44]=2)=[CH:41][N:42]=1)[CH2:32][C:33]([OH:35])=[O:34]. The yield is 0.640. (8) The reactants are Br.[Br:2][CH2:3][CH2:4][O:5][NH2:6].[C:7](O[C:7]([O:9][C:10]([CH3:13])([CH3:12])[CH3:11])=[O:8])([O:9][C:10]([CH3:13])([CH3:12])[CH3:11])=[O:8].CCN(CC)CC. The catalyst is C(Cl)Cl.CCOC(C)=O. The product is [C:10]([O:9][C:7](=[O:8])[NH:6][O:5][CH2:4][CH2:3][Br:2])([CH3:13])([CH3:12])[CH3:11]. The yield is 0.750.